This data is from Forward reaction prediction with 1.9M reactions from USPTO patents (1976-2016). The task is: Predict the product of the given reaction. (1) Given the reactants [CH3:1][C:2]1[CH:26]=[CH:25][C:5]([O:6][C:7]2[CH:12]=[CH:11][C:10]([C:13]3[C:18]4=[N:19][S:20](=[O:24])(=[O:23])[CH2:21][CH2:22][N:17]4[CH:16]=[CH:15][CH:14]=3)=[CH:9][CH:8]=2)=[CH:4][CH:3]=1, predict the reaction product. The product is: [CH3:1][C:2]1[CH:3]=[CH:4][C:5]([O:6][C:7]2[CH:8]=[CH:9][C:10]([CH:13]3[C:18]4=[N:19][S:20](=[O:23])(=[O:24])[CH2:21][CH2:22][N:17]4[CH2:16][CH2:15][CH2:14]3)=[CH:11][CH:12]=2)=[CH:25][CH:26]=1. (2) Given the reactants [CH3:1][C:2]1[N:3]=[CH:4][NH:5][C:6]=1[C:7]([O:9][CH2:10][CH3:11])=[O:8].C1C(=O)N([Br:19])C(=O)C1, predict the reaction product. The product is: [CH2:10]([O:9][C:7]([C:6]1[NH:5][C:4]([Br:19])=[N:3][C:2]=1[CH3:1])=[O:8])[CH3:11]. (3) Given the reactants [CH3:1][O:2][C:3]1[CH:8]=[C:7]([NH:9][C:10]2[N:15]=[C:14]([O:16][C:17]3[C:26]4[C:21](=[CH:22][CH:23]=[CH:24][CH:25]=4)[C:20]([NH:27]C(=O)OC(C)(C)C)=[CH:19][CH:18]=3)[CH:13]=[CH:12][N:11]=2)[CH:6]=[C:5]([O:35][CH2:36][CH2:37][O:38][CH2:39][CH2:40][O:41][CH2:42][CH2:43][O:44][CH3:45])[N:4]=1.C(O)(C(F)(F)F)=O, predict the reaction product. The product is: [NH2:27][C:20]1[C:21]2[C:26](=[CH:25][CH:24]=[CH:23][CH:22]=2)[C:17]([O:16][C:14]2[CH:13]=[CH:12][N:11]=[C:10]([NH:9][C:7]3[CH:6]=[C:5]([O:35][CH2:36][CH2:37][O:38][CH2:39][CH2:40][O:41][CH2:42][CH2:43][O:44][CH3:45])[N:4]=[C:3]([O:2][CH3:1])[CH:8]=3)[N:15]=2)=[CH:18][CH:19]=1. (4) The product is: [CH:20]([C:18]1[CH:17]=[CH:16][C:15]([O:23][CH3:24])=[C:14]([C:4]2[C:3]([CH2:2][N:35]3[C:31](=[O:41])[C:32]4[C:33](=[CH:37][CH:38]=[CH:39][CH:40]=4)[C:34]3=[O:36])=[CH:12][C:11]3[C:6](=[C:7]([CH3:13])[CH:8]=[CH:9][CH:10]=3)[N:5]=2)[CH:19]=1)([CH3:22])[CH3:21]. Given the reactants Cl[CH2:2][C:3]1[C:4]([C:14]2[CH:19]=[C:18]([CH:20]([CH3:22])[CH3:21])[CH:17]=[CH:16][C:15]=2[O:23][CH3:24])=[N:5][C:6]2[C:11]([CH:12]=1)=[CH:10][CH:9]=[CH:8][C:7]=2[CH3:13].CN(C)C=O.[K].[C:31]1(=[O:41])[NH:35][C:34](=[O:36])[C:33]2=[CH:37][CH:38]=[CH:39][CH:40]=[C:32]12.C(=O)([O-])[O-].[K+].[K+], predict the reaction product. (5) Given the reactants [Br:1][C:2]1[CH:7]=[CH:6][C:5](I)=[CH:4][N:3]=1.[C:9]([Si:11]([CH3:14])([CH3:13])[CH3:12])#[CH:10].C(N(CC)CC)C, predict the reaction product. The product is: [Br:1][C:2]1[CH:7]=[CH:6][C:5]([C:10]#[C:9][Si:11]([CH3:14])([CH3:13])[CH3:12])=[CH:4][N:3]=1.